This data is from Forward reaction prediction with 1.9M reactions from USPTO patents (1976-2016). The task is: Predict the product of the given reaction. (1) Given the reactants [F:1][C:2]1[CH:7]=[C:6]([F:8])[CH:5]=[CH:4][C:3]=1[C:9]1[N:14]=[N:13][C:12]([NH2:15])=[N:11][CH:10]=1.[Cl:16][CH2:17][C:18]([CH2:20]Cl)=O.O.C(OCC)(=O)C, predict the reaction product. The product is: [Cl:16][CH2:17][C:18]1[N:15]=[C:12]2[N:11]=[CH:10][C:9]([C:3]3[CH:4]=[CH:5][C:6]([F:8])=[CH:7][C:2]=3[F:1])=[N:14][N:13]2[CH:20]=1. (2) Given the reactants Br[C:2]1[CH:7]=[CH:6][C:5]([NH:8][C:9](=[O:27])[CH2:10][O:11][C:12]2[C:13]([CH3:26])([CH2:18][CH2:19][CH2:20][CH2:21][CH2:22][CH2:23][CH2:24][CH3:25])[S:14][C:15](=[O:17])[CH:16]=2)=[CH:4][CH:3]=1.[C:28]1(B(O)O)[CH:33]=[CH:32][CH:31]=[CH:30][CH:29]=1.C([O-])([O-])=O.[Cs+].[Cs+], predict the reaction product. The product is: [C:2]1([C:28]2[CH:33]=[CH:32][CH:31]=[CH:30][CH:29]=2)[CH:7]=[CH:6][C:5]([NH:8][C:9](=[O:27])[CH2:10][O:11][C:12]2[C:13]([CH3:26])([CH2:18][CH2:19][CH2:20][CH2:21][CH2:22][CH2:23][CH2:24][CH3:25])[S:14][C:15](=[O:17])[CH:16]=2)=[CH:4][CH:3]=1. (3) Given the reactants [CH3:1][C:2]1[C:10]2[N:9]=[N:8][NH:7][C:6]=2[C:5]([C:11]([OH:13])=[O:12])=[CH:4][CH:3]=1.[C:14](=O)([O-])[O-].[Cs+].[Cs+].CI.[CH3:22][N:23]([CH3:26])C=O, predict the reaction product. The product is: [CH3:14][O:13][C:11]([C:5]1[C:26]2[N:23]([CH3:22])[N:8]=[N:9][C:10]=2[C:2]([CH3:1])=[CH:3][CH:4]=1)=[O:12].[CH3:14][O:13][C:11]([C:5]1[C:6]2=[N:7][N:23]([CH3:26])[N:9]=[C:10]2[C:2]([CH3:1])=[CH:3][CH:4]=1)=[O:12]. (4) Given the reactants ICI.[CH2:4]([Zn]CC)C.[C:9]([O:12][CH2:13][C@@H:14]1[C@@H:19]([O:20][CH2:21][C:22]2[CH:27]=[CH:26][CH:25]=[CH:24][CH:23]=2)[C@H:18]([O:28][CH2:29][C:30]2[CH:35]=[CH:34][CH:33]=[CH:32][CH:31]=2)[C@@H:17]([O:36][CH2:37][C:38]2[CH:43]=[CH:42][CH:41]=[CH:40][CH:39]=2)[C@H:16]([C:44]2[CH:49]=[C:48]([CH2:50][C:51]3[CH:56]=[CH:55][C:54]([O:57][CH2:58][CH3:59])=[CH:53][CH:52]=3)[C:47]([Cl:60])=[CH:46][C:45]=2[O:61][CH2:62]/[CH:63]=[CH:64]\[CH2:65][OH:66])[O:15]1)(=[O:11])[CH3:10], predict the reaction product. The product is: [C:9]([O:12][CH2:13][C@@H:14]1[C@@H:19]([O:20][CH2:21][C:22]2[CH:27]=[CH:26][CH:25]=[CH:24][CH:23]=2)[C@H:18]([O:28][CH2:29][C:30]2[CH:31]=[CH:32][CH:33]=[CH:34][CH:35]=2)[C@@H:17]([O:36][CH2:37][C:38]2[CH:43]=[CH:42][CH:41]=[CH:40][CH:39]=2)[C@H:16]([C:44]2[CH:49]=[C:48]([CH2:50][C:51]3[CH:56]=[CH:55][C:54]([O:57][CH2:58][CH3:59])=[CH:53][CH:52]=3)[C:47]([Cl:60])=[CH:46][C:45]=2[O:61][CH2:62][CH:63]2[CH2:4][CH:64]2[CH2:65][OH:66])[O:15]1)(=[O:11])[CH3:10]. (5) The product is: [CH3:1][O:2][C:3]1[C:4]([C:22](=[O:23])[CH2:21][C:15]2[CH:20]=[CH:19][CH:18]=[CH:17][CH:16]=2)=[C:5]([CH:10]=[C:11]([O:13][CH3:14])[CH:12]=1)[C:6]([OH:8])=[O:7]. Given the reactants [CH3:1][O:2][C:3]1[CH:4]=[C:5]([CH:10]=[C:11]([O:13][CH3:14])[CH:12]=1)[C:6]([O:8]C)=[O:7].[C:15]1([CH2:21][C:22](Cl)=[O:23])[CH:20]=[CH:19][CH:18]=[CH:17][CH:16]=1, predict the reaction product. (6) Given the reactants [C:1](=[O:4])([OH:3])[O-:2].[Na+:5].C(O)(=O)CC(CC(O)=O)(C(O)=O)[OH:9].[OH2:19], predict the reaction product. The product is: [C:1](=[O:3])=[O:2].[C:1]([O-:4])([O-:3])=[O:2].[C:1]([O-:4])([O-:3])=[O:2].[OH:19][OH:9].[OH:19][OH:2].[OH:19][OH:2].[Na+:5].[Na+:5].[Na+:5].[Na+:5]. (7) Given the reactants Cl[C:2]1(Cl)[CH2:7][CH2:6][CH2:5][N:4]([C:8]2[CH:13]=[CH:12][C:11]([I:14])=[CH:10][CH:9]=2)[C:3]1=[O:15].[NH:17]1[CH2:22][CH2:21][O:20][CH2:19][CH2:18]1, predict the reaction product. The product is: [I:14][C:11]1[CH:12]=[CH:13][C:8]([N:4]2[CH2:5][CH2:6][CH:7]=[C:2]([N:17]3[CH2:22][CH2:21][O:20][CH2:19][CH2:18]3)[C:3]2=[O:15])=[CH:9][CH:10]=1.